Dataset: Catalyst prediction with 721,799 reactions and 888 catalyst types from USPTO. Task: Predict which catalyst facilitates the given reaction. (1) Reactant: C(OC(=O)[NH:7][CH2:8][CH2:9][O:10][C:11]1[CH:12]=[N:13][C:14]([Br:17])=[CH:15][CH:16]=1)(C)(C)C.[ClH:19]. Product: [ClH:19].[ClH:19].[Br:17][C:14]1[N:13]=[CH:12][C:11]([O:10][CH2:9][CH2:8][NH2:7])=[CH:16][CH:15]=1. The catalyst class is: 162. (2) Reactant: [CH3:1][NH:2][CH2:3][CH2:4][OH:5].[Cl:6][C:7]1[CH:8]=[C:9]([B:14]([CH:16]([O:23][CH:24]([B:31]([C:33]2[CH:38]=[CH:37][C:36]([CH3:39])=[C:35]([Cl:40])[CH:34]=2)[OH:32])[C:25]2[CH:30]=[CH:29][CH:28]=[CH:27][CH:26]=2)[C:17]2[CH:22]=[CH:21][CH:20]=[CH:19][CH:18]=2)O)[CH:10]=[CH:11][C:12]=1[CH3:13]. Product: [Cl:6][C:7]1[CH:8]=[C:9]([B:14]([CH:16]([O:23][CH:24]([B:31]([C:33]2[CH:38]=[CH:37][C:36]([CH3:39])=[C:35]([Cl:40])[CH:34]=2)[O:32][CH2:4][CH2:3][NH:2][CH3:1])[C:25]2[CH:30]=[CH:29][CH:28]=[CH:27][CH:26]=2)[C:17]2[CH:22]=[CH:21][CH:20]=[CH:19][CH:18]=2)[O:5][CH2:4][CH2:3][NH:2][CH3:1])[CH:10]=[CH:11][C:12]=1[CH3:13]. The catalyst class is: 8. (3) Reactant: [N:1]1[C:10]2[C:5](=[CH:6][CH:7]=[CH:8][CH:9]=2)[CH:4]=[CH:3][C:2]=1[C:11]([NH:13][CH:14]([CH2:18][C:19]([NH2:21])=[O:20])[C:15]([NH2:17])=[O:16])=[O:12].N[C@@H:23]([CH2:45][C:46]1[CH:51]=[CH:50][CH:49]=[CH:48][CH:47]=1)[C@H:24]([OH:44])[CH2:25][N:26](OC1CCCC1)[S:27]([C:30]1[CH:35]=[CH:34][C:33]([O:36][CH3:37])=[CH:32][CH:31]=1)(=[O:29])=[O:28].Cl.CN(C)CCCN=C=NCC.ON1C2C=CC=CC=2N=N1.Cl.NC(=O)C[C@H](N[C:83]([C:85]1[CH:94]=[CH:93][C:92]2C(=CC=CC=2)N=1)=[O:84])C(O)=O.C(N(CC)C(C)C)(C)C. The catalyst class is: 9. Product: [CH2:45]([C@H:23]([NH:17][C:15](=[O:16])[C@@H:14]([NH:13][C:11]([C:2]1[CH:3]=[CH:4][C:5]2[C:10](=[CH:9][CH:8]=[CH:7][CH:6]=2)[N:1]=1)=[O:12])[CH2:18][C:19]([NH2:21])=[O:20])[C@@H:24]([OH:44])[CH:25]([NH:26][S:27]([C:30]1[CH:31]=[CH:32][C:33]([O:36][CH3:37])=[CH:34][CH:35]=1)(=[O:28])=[O:29])[O:84][CH:83]1[CH2:85][CH2:94][CH2:93][CH2:92]1)[C:46]1[CH:51]=[CH:50][CH:49]=[CH:48][CH:47]=1. (4) Reactant: [CH3:1][C:2]([O:5][C:6]([N:8]1[CH2:23][C@@H:22]([F:24])[CH2:21][C@H:9]1[C:10]([NH:12][C@@H:13]([CH2:19][CH3:20])/[CH:14]=[CH:15]/[C:16]([OH:18])=O)=[O:11])=[O:7])([CH3:4])[CH3:3].CN(C(ON1N=NC2C=CC=NC1=2)=[N+](C)C)C.F[P-](F)(F)(F)(F)F.CCN(C(C)C)C(C)C.[NH:58]1[C:66]2[C:61](=[CH:62][CH:63]=[CH:64][CH:65]=2)[CH2:60][CH2:59]1. Product: [N:58]1([C:16](=[O:18])/[CH:15]=[CH:14]/[C@@H:13]([NH:12][C:10]([C@@H:9]2[CH2:21][C@H:22]([F:24])[CH2:23][N:8]2[C:6]([O:5][C:2]([CH3:4])([CH3:3])[CH3:1])=[O:7])=[O:11])[CH2:19][CH3:20])[C:66]2[C:61](=[CH:62][CH:63]=[CH:64][CH:65]=2)[CH2:60][CH2:59]1. The catalyst class is: 59. (5) Product: [NH2:14][C:8]1([CH2:1][C:2]2[CH:7]=[CH:6][CH:5]=[CH:4][CH:3]=2)[CH2:12][CH2:11][O:10][C:9]1=[O:13]. Reactant: [CH2:1]([C:8]1([N:14]=C(C2C=CC=CC=2)C2C=CC=CC=2)[CH2:12][CH2:11][O:10][C:9]1=[O:13])[C:2]1[CH:7]=[CH:6][CH:5]=[CH:4][CH:3]=1.Cl. The catalyst class is: 92. (6) Reactant: [CH2:1]([C@@:4]1([C:17]2[CH:22]=[CH:21][C:20]([F:23])=[CH:19][CH:18]=2)[O:9][C:8](=[O:10])[N:7]([C@H](C(C)(C)C)C)[CH2:6][CH2:5]1)[CH:2]=C.[O:24]=[O+][O-].[BH4-].[Na+]. Product: [F:23][C:20]1[CH:21]=[CH:22][C:17]([C:4]2([CH2:1][CH2:2][OH:24])[O:9][C:8](=[O:10])[NH:7][CH2:6][CH2:5]2)=[CH:18][CH:19]=1. The catalyst class is: 2. (7) Reactant: C([O:3][C:4]([C:6]1[NH:7][C:8]2[C:13]([CH:14]=1)=[CH:12][C:11]([CH:15]1[CH2:20][CH2:19][N:18]([C:21]([O:23][C:24]([CH3:27])([CH3:26])[CH3:25])=[O:22])[CH2:17][CH2:16]1)=[CH:10][CH:9]=2)=[O:5])C.[OH-].[Li+].Cl. Product: [C:24]([O:23][C:21]([N:18]1[CH2:19][CH2:20][CH:15]([C:11]2[CH:12]=[C:13]3[C:8](=[CH:9][CH:10]=2)[NH:7][C:6]([C:4]([OH:5])=[O:3])=[CH:14]3)[CH2:16][CH2:17]1)=[O:22])([CH3:27])([CH3:25])[CH3:26]. The catalyst class is: 7.